This data is from Catalyst prediction with 721,799 reactions and 888 catalyst types from USPTO. The task is: Predict which catalyst facilitates the given reaction. (1) Reactant: Br[C:2]([CH3:12])([CH3:11])[C:3]([C:5]1[CH:10]=[CH:9][CH:8]=[CH:7][CH:6]=1)=[O:4].[N-:13]=[N+:14]=[N-:15].[Na+]. Product: [N:13]([C:2]([CH3:12])([CH3:11])[C:3]([C:5]1[CH:10]=[CH:9][CH:8]=[CH:7][CH:6]=1)=[O:4])=[N+:14]=[N-:15]. The catalyst class is: 3. (2) Reactant: C[O:2][C:3]1[C:8](=[O:9])[NH:7][C:6]([C:10]2[CH:17]=[CH:16][C:13]([C:14]#[N:15])=[CH:12][CH:11]=2)=[N:5][CH:4]=1.C(Cl)Cl.B(Br)(Br)Br. Product: [OH:2][C:3]1[C:8](=[O:9])[NH:7][C:6]([C:10]2[CH:11]=[CH:12][C:13]([C:14]#[N:15])=[CH:16][CH:17]=2)=[N:5][CH:4]=1. The catalyst class is: 2. (3) Reactant: [H-].[Na+].[CH2:3]([OH:10])[C:4]1[CH:9]=[CH:8][CH:7]=[CH:6][CH:5]=1.[Cl:11][C:12]1[C:17]([C:18]([F:21])([F:20])[F:19])=[C:16](Cl)[CH:15]=[CH:14][N:13]=1. Product: [CH2:3]([O:10][C:16]1[CH:15]=[CH:14][N:13]=[C:12]([Cl:11])[C:17]=1[C:18]([F:20])([F:21])[F:19])[C:4]1[CH:9]=[CH:8][CH:7]=[CH:6][CH:5]=1. The catalyst class is: 3.